Dataset: Experimentally validated miRNA-target interactions with 360,000+ pairs, plus equal number of negative samples. Task: Binary Classification. Given a miRNA mature sequence and a target amino acid sequence, predict their likelihood of interaction. (1) The miRNA is hsa-miR-1251-5p with sequence ACUCUAGCUGCCAAAGGCGCU. The protein sequence of the target gene is MDDDSLDELVARSPGPDGHPQVGPADPAGDFEESSVGSSGDSGDDSDSEHGDGTDGEDEGASEEEDLEDRSGSEDSEDDGETLLEVAGTQGKLEAAGSFNSDDDAESCPICLNAFRDQAVGTPENCAHYFCLDCIVEWSKNANSCPVDRTLFKCICIRAQFGGKILRKIPVENTKASEEEEDPTFCEVCGRSDREDRLLLCDGCDAGYHMECLDPPLQEVPVDEWFCPECAAPGVVLAADAGPVSEEEVSLLLADVVPTTSRLRPRAGRTRAIARTRQSERVRATVNRNRISTARRVQHT.... Result: 0 (no interaction). (2) The miRNA is hsa-miR-4280 with sequence GAGUGUAGUUCUGAGCAGAGC. The protein sequence of the target gene is MMEELHSLDPRRQELLEARFTGVGVSKGPLNSESSNQSLCSVGSLSDKEVETPEKKQNDQRNRKRKAEPYDTSQGKGTPRGHKISDYFERRAEQPLYGLDGSAAKEASEEQSALPTLMSVMLAKPRLDTEQLAPRGAGLCFTFVSAQQNSPSSTGSGNTEHSCSSQKQISIQHRQTQSDLTIEKISALENSKNSDLEKKEGRIDDLLRANCDLRRQIDEQQKMLEKYKERLNRCVTMSKKLLIEKSKQEKMACRDKSMQDRLRLGHFTTVRHGASFTEQWTDGYAFQNLIKQQERINSQR.... Result: 0 (no interaction). (3) The miRNA is hsa-miR-4790-3p with sequence UGAAUGGUAAAGCGAUGUCACA. The protein sequence of the target gene is MIAHKQKKAKKKRVWASGQPSAAITTSEMGLKSVSSSSSFDPEYIKELVNDVRKFSHMLLYLKEAILSDCFKEVIHIRLDELLRVLKSILSKHQNLSSVDLQSAAEVLTAKVKAVNFTEVNEENKNDIFREVFSSIETLAFTFGNILTNFLMGDVGSDSILRLPISRESKSFENISVDSVDLPHEKGNFSPIELDNLLLKNTDSIELALSYAKTWSKYTKNIVSWVEKKLNLELESTRNIVKLAEATRSSIGIQEFMPLQSLFTNALLSDIHSSHLLQQTIAALQANKFVQPLLGRKNEM.... Result: 0 (no interaction). (4) The miRNA is hsa-miR-6739-5p with sequence UGGGAAAGAGAAAGAACAAGUA. The protein sequence of the target gene is MHVSLAEALEVRGGPLQEEEIWAVLNQSAESLQELFRKVSLADPAALGFIISPWSLLLLPSGSVSFTDENISNQDLRAFTAPEVLQNQSLTSLSDVEKIHIYSLGMTLYWGADYEVPQSQPIKLGDHLNSILLGMCEDVIYARVSVRTVLDACSAHIRNSNCAPSFSYVKHLVKLVLGNLSGTDQLSCNSEQKPDRSQAIRDRLRGKGLPTGRSSTSDVLDIQKPPLSHQTFLNKGLSKSMGFLSIKDTQDENYFKDILSDNSGREDSENTFSPYQFKTSGPEKKPIPGIDVLSKKKIWA.... Result: 0 (no interaction).